From a dataset of Forward reaction prediction with 1.9M reactions from USPTO patents (1976-2016). Predict the product of the given reaction. (1) Given the reactants [Br:1][C:2]1[S:3][CH:4]=[C:5]([CH2:7][NH:8][C:9]2[CH:14]=[CH:13][C:12]([F:15])=[CH:11][CH:10]=2)[N:6]=1.[CH3:16][C:17]([CH3:22])([CH3:21])[C:18](Cl)=[O:19].C(N(C(C)C)CC)(C)C, predict the reaction product. The product is: [Br:1][C:2]1[S:3][CH:4]=[C:5]([CH2:7][N:8]([C:9]2[CH:14]=[CH:13][C:12]([F:15])=[CH:11][CH:10]=2)[C:18](=[O:19])[C:17]([CH3:22])([CH3:21])[CH3:16])[N:6]=1. (2) Given the reactants [C:1]([C:3]1[C:4]([O:14][CH3:15])=[C:5]([CH:11]=[CH:12][CH:13]=1)[C:6]([O:8][CH2:9][CH3:10])=[O:7])#[N:2].[ClH:16].NCC1C=C(C=C(OC)C=1)C(OC)=O, predict the reaction product. The product is: [ClH:16].[NH2:2][CH2:1][C:3]1[C:4]([O:14][CH3:15])=[C:5]([CH:11]=[CH:12][CH:13]=1)[C:6]([O:8][CH2:9][CH3:10])=[O:7]. (3) Given the reactants C([N:8]1[CH:12]=[C:11]([CH2:13][CH2:14][CH2:15][C:16]([OH:18])=[O:17])[N:10]=[N:9]1)C1C=CC=CC=1, predict the reaction product. The product is: [NH:8]1[CH:12]=[C:11]([CH2:13][CH2:14][CH2:15][C:16]([OH:18])=[O:17])[N:10]=[N:9]1. (4) Given the reactants Cl[CH2:2][C:3]1[N:12]=[C:11]([N:13]([CH3:15])[CH3:14])[C:10]2[C:5](=[CH:6][CH:7]=[CH:8][CH:9]=2)[N:4]=1.[C:16]([O-:19])(=[O:18])[CH3:17].[K+], predict the reaction product. The product is: [C:16]([O:19][CH2:2][C:3]1[N:12]=[C:11]([N:13]([CH3:15])[CH3:14])[C:10]2[C:5](=[CH:6][CH:7]=[CH:8][CH:9]=2)[N:4]=1)(=[O:18])[CH3:17]. (5) Given the reactants [Cl:1][C:2]1[C:9]([C:10]([F:13])([F:12])[F:11])=[CH:8][CH:7]=[CH:6][C:3]=1[CH:4]=O.[C:14]([NH:17][NH2:18])([NH2:16])=[NH:15].Cl, predict the reaction product. The product is: [ClH:1].[Cl:1][C:2]1[C:9]([C:10]([F:13])([F:12])[F:11])=[CH:8][CH:7]=[CH:6][C:3]=1[CH:4]=[N:18][NH:17][C:14]([NH2:16])=[NH:15]. (6) Given the reactants C(O[C:6]([N:8]1[CH2:13][CH:12]2[CH2:14][CH:9]1[CH2:10][NH:11]2)=O)(C)(C)C.[F:15][C:16]1[CH:17]=C(Br)[CH:19]=[CH:20][CH:21]=1.C(P(C(C)(C)C)C1C=CC=CC=1C1C=CC=CC=1)(C)(C)C.CC(C)([O-])C.[Na+].C(O)(C(F)(F)F)=O, predict the reaction product. The product is: [F:15][C:16]1[CH:17]=[C:6]([N:8]2[CH2:13][CH:12]3[CH2:14][CH:9]2[CH2:10][NH:11]3)[CH:19]=[CH:20][CH:21]=1. (7) The product is: [Cl:1][C:2]1[CH:10]=[CH:9][C:8]([Cl:11])=[CH:7][C:3]=1[C:4]([N:12]1[CH2:17][CH2:16][CH2:15][CH2:14][C@H:13]1[C:18]([O:20][CH3:21])=[O:19])=[O:6]. Given the reactants [Cl:1][C:2]1[CH:10]=[CH:9][C:8]([Cl:11])=[CH:7][C:3]=1[C:4]([OH:6])=O.[NH:12]1[CH2:17][CH2:16][CH2:15][CH2:14][C@H:13]1[C:18]([O:20][CH3:21])=[O:19].CN(C(ON1N=NC2C=CC=NC1=2)=[N+](C)C)C.F[P-](F)(F)(F)(F)F.CCN(C(C)C)C(C)C, predict the reaction product. (8) Given the reactants CC1(CN2C=C([N+]([O-])=O)N=C2)CO1.C(OC(N1CCNCC1)=O)(C)(C)C.[C:27]([O:31][C:32]([N:34]1[CH2:39][CH2:38][N:37]([CH2:40][C:41]([OH:53])([CH3:52])[CH2:42][N:43]2[CH:47]=[C:46]([N+:48]([O-:50])=[O:49])[N:45]=[C:44]2Br)[CH2:36][CH2:35]1)=[O:33])([CH3:30])([CH3:29])[CH3:28].[H-].[Na+], predict the reaction product. The product is: [C:27]([O:31][C:32]([N:34]1[CH2:39][CH2:38][N:37]([CH2:40][C:41]2([CH3:52])[O:53][C:44]3=[N:45][C:46]([N+:48]([O-:50])=[O:49])=[CH:47][N:43]3[CH2:42]2)[CH2:36][CH2:35]1)=[O:33])([CH3:30])([CH3:29])[CH3:28].